Dataset: Full USPTO retrosynthesis dataset with 1.9M reactions from patents (1976-2016). Task: Predict the reactants needed to synthesize the given product. Given the product [CH2:1]([N:8]1[CH2:12][CH:11]([C:13]2[CH:14]=[CH:15][C:16]([O:19][CH3:20])=[CH:17][CH:18]=2)[N:10]([CH:21]([CH:25]([CH3:27])[CH3:26])[C:22]([NH:47][O:46][CH2:39][C:40]2[CH:45]=[CH:44][CH:43]=[CH:42][CH:41]=2)=[O:24])[C:9]1=[O:28])[C:2]1[CH:7]=[CH:6][CH:5]=[CH:4][CH:3]=1, predict the reactants needed to synthesize it. The reactants are: [CH2:1]([N:8]1[CH2:12][CH:11]([C:13]2[CH:18]=[CH:17][C:16]([O:19][CH3:20])=[CH:15][CH:14]=2)[N:10]([CH:21]([CH:25]([CH3:27])[CH3:26])[C:22]([OH:24])=O)[C:9]1=[O:28])[C:2]1[CH:7]=[CH:6][CH:5]=[CH:4][CH:3]=1.C(N(CC)C(C)C)(C)C.Cl.[CH2:39]([O:46][NH2:47])[C:40]1[CH:45]=[CH:44][CH:43]=[CH:42][CH:41]=1.F[P-](F)(F)(F)(F)F.N1(OC(N(C)C)=[N+](C)C)C2N=CC=CC=2N=N1.